From a dataset of Experimentally validated miRNA-target interactions with 360,000+ pairs, plus equal number of negative samples. Binary Classification. Given a miRNA mature sequence and a target amino acid sequence, predict their likelihood of interaction. The miRNA is mmu-miR-467e-3p with sequence AUAUACAUACACACACCUAUAU. The protein sequence of the target gene is MEKYVAAMVLSAAGDALGYYNGKWEFLQDGEKIHRQLAQLGGLDALDVGRWRVSDDTVMHLATAEALVEAGKAPKLTQLYYLLAKHYQDCMEDMDGRAPGGASVHNAMQLKPGKPNGWRIPFNSHEGGCGAAMRAMCIGLRFPHHSQLDTLIQVSIESGRMTHHHPTGYLGALASALFTAYAVNSRPPLQWGKGLMELLPEAKKYIVQSGYFVEENLQHWSYFQTKWENYLKLRGILDGESAPTFPESFGVKERDQFYTSLSYSGWGGSSGHDAPMIAYDAVLAAGDSWKELAHRAFFHG.... Result: 0 (no interaction).